This data is from Reaction yield outcomes from USPTO patents with 853,638 reactions. The task is: Predict the reaction yield, written as a fraction of the theoretical maximum amount of product (1.0 means a 100% yield; for example, 0.34 means a 34% yield). (1) The reactants are C([O:8][C:9]1[CH2:13][N:12]([C:14]2[CH:23]=[C:22]3[C:17]([CH:18]=[C:19]([C:25]4[CH:30]=[CH:29][CH:28]=[CH:27][C:26]=4[C:31]([F:34])([F:33])[F:32])[NH:20][C:21]3=[O:24])=[CH:16][CH:15]=2)[C:11](=[O:35])[CH:10]=1)C1C=CC=CC=1.[H][H]. The catalyst is CO.[OH-].[Pd+2].[OH-]. The product is [OH:8][C:9]1[CH2:13][N:12]([C:14]2[CH:23]=[C:22]3[C:17]([CH:18]=[C:19]([C:25]4[CH:30]=[CH:29][CH:28]=[CH:27][C:26]=4[C:31]([F:34])([F:32])[F:33])[NH:20][C:21]3=[O:24])=[CH:16][CH:15]=2)[C:11](=[O:35])[CH:10]=1. The yield is 0.150. (2) The reactants are C(O[C:4](=[O:21])[CH2:5][C:6]([CH:8]1[CH2:13][CH2:12][N:11]([C:14]([O:16][C:17]([CH3:20])([CH3:19])[CH3:18])=[O:15])[CH2:10][CH2:9]1)=O)C.[F:22][C:23]1[CH:31]=[C:30]2[C:26]([C:27]([NH2:32])=[N:28][NH:29]2)=[CH:25][CH:24]=1.P([O-])([O-])([O-])=O.[K+].[K+].[K+]. The catalyst is COCC(O)C.ClCCl.CO. The product is [F:22][C:23]1[CH:24]=[CH:25][C:26]2[C:30]([CH:31]=1)=[N:29][N:28]1[C:4](=[O:21])[CH:5]=[C:6]([CH:8]3[CH2:9][CH2:10][N:11]([C:14]([O:16][C:17]([CH3:18])([CH3:19])[CH3:20])=[O:15])[CH2:12][CH2:13]3)[NH:32][C:27]=21. The yield is 0.0700. (3) The reactants are C(OC([N:8]1[CH2:13][CH2:12][N:11]([CH2:14][C:15]2[N:20]=[C:19]3[N:21]=[C:22]([C:24]4[CH:29]=[CH:28][CH:27]=[C:26]([NH:30][C:31](=[O:41])[C:32]5[CH:37]=[CH:36][CH:35]=[C:34]([N:38]([CH3:40])[CH3:39])[CH:33]=5)[CH:25]=4)[O:23][C:18]3=[CH:17][CH:16]=2)[CH2:10][CH2:9]1)=O)(C)(C)C. The catalyst is C(O)(C(F)(F)F)=O.C(Cl)Cl. The product is [CH3:39][N:38]([CH3:40])[C:34]1[CH:33]=[C:32]([CH:37]=[CH:36][CH:35]=1)[C:31]([NH:30][C:26]1[CH:27]=[CH:28][CH:29]=[C:24]([C:22]2[O:23][C:18]3[C:19]([N:21]=2)=[N:20][C:15]([CH2:14][N:11]2[CH2:10][CH2:9][NH:8][CH2:13][CH2:12]2)=[CH:16][CH:17]=3)[CH:25]=1)=[O:41]. The yield is 1.00.